From a dataset of Catalyst prediction with 721,799 reactions and 888 catalyst types from USPTO. Predict which catalyst facilitates the given reaction. (1) Reactant: [CH2:1]([O:3][C:4]([C:6]1[N:11]=[C:10](Br)[C:9]2[S:13][C:14]([C:16]3[CH:21]=[CH:20][CH:19]=[CH:18][CH:17]=3)=[N:15][C:8]=2[C:7]=1[OH:22])=[O:5])[CH3:2].[CH3:23][Sn](C)(C)C. Product: [CH2:1]([O:3][C:4]([C:6]1[N:11]=[C:10]([CH3:23])[C:9]2[S:13][C:14]([C:16]3[CH:21]=[CH:20][CH:19]=[CH:18][CH:17]=3)=[N:15][C:8]=2[C:7]=1[OH:22])=[O:5])[CH3:2]. The catalyst class is: 558. (2) Reactant: Br[CH2:2][CH2:3][O:4][C:5]1[CH:10]=[CH:9][C:8]([N+:11]([O-:13])=[O:12])=[CH:7][C:6]=1[O:14][CH3:15].[CH:16]1([CH2:19][NH:20][CH2:21][CH2:22][CH3:23])[CH2:18][CH2:17]1. Product: [CH:16]1([CH2:19][N:20]([CH2:2][CH2:3][O:4][C:5]2[CH:10]=[CH:9][C:8]([N+:11]([O-:13])=[O:12])=[CH:7][C:6]=2[O:14][CH3:15])[CH2:21][CH2:22][CH3:23])[CH2:18][CH2:17]1. The catalyst class is: 98. (3) Reactant: [C:1]([O:5][C:6](=[O:31])[NH:7][CH2:8][C:9]1[N:10]([CH3:30])[C:11](=[O:29])[C:12]2[C:17]([C:18]=1[C:19]1[CH:24]=[CH:23][CH:22]=[C:21]([N+:25]([O-])=O)[CH:20]=1)=[CH:16][C:15]([Cl:28])=[CH:14][CH:13]=2)([CH3:4])([CH3:3])[CH3:2].C(=O)([O-])[O-].[K+].[K+].S(S([O-])=O)([O-])=O.[Na+].[Na+]. Product: [C:1]([O:5][C:6](=[O:31])[NH:7][CH2:8][C:9]1[N:10]([CH3:30])[C:11](=[O:29])[C:12]2[C:17]([C:18]=1[C:19]1[CH:24]=[CH:23][CH:22]=[C:21]([NH2:25])[CH:20]=1)=[CH:16][C:15]([Cl:28])=[CH:14][CH:13]=2)([CH3:4])([CH3:3])[CH3:2]. The catalyst class is: 6. (4) Reactant: [CH3:1][C:2]1[N:7]=[CH:6][C:5]([NH2:8])=[C:4]([NH2:9])[CH:3]=1.[CH3:10][C:11]1[CH:12]=[C:13]2[C:22]3[C:20]([CH:21]=1)=[CH:19][C:18]([CH3:23])=[CH:17][C:16]=3[C:15](=O)[C:14]2=O. Product: [CH3:10][C:11]1[CH:12]=[C:13]2[C:14]3[C:15](=[N:8][C:5]4[CH:6]=[N:7][C:2]([CH3:1])=[CH:3][C:4]=4[N:9]=3)[C:16]3[CH:17]=[C:18]([CH3:23])[CH:19]=[C:20]([CH:21]=1)[C:22]2=3. The catalyst class is: 15. (5) Reactant: [Cl:1][C:2]1[CH:3]=[N:4][N:5]([C:7]2[CH:12]=[CH:11][N:10]=[CH:9][C:8]=2[N:13]2[CH2:18][CH2:17][CH:16]([C:19]([OH:21])=O)[CH2:15][CH2:14]2)[CH:6]=1.Cl.[O:23]1[CH2:27][CH2:26][C@H:25]([NH2:28])[CH2:24]1.CN(C(ON1N=NC2C=CC=NC1=2)=[N+](C)C)C.F[P-](F)(F)(F)(F)F.C(N(CC)CC)C. Product: [Cl:1][C:2]1[CH:3]=[N:4][N:5]([C:7]2[CH:12]=[CH:11][N:10]=[CH:9][C:8]=2[N:13]2[CH2:14][CH2:15][CH:16]([C:19]([NH:28][C@H:25]3[CH2:26][CH2:27][O:23][CH2:24]3)=[O:21])[CH2:17][CH2:18]2)[CH:6]=1. The catalyst class is: 136. (6) Reactant: [N:1]1[C:9]2[C@H:8]([NH:10]C(=O)C)[CH2:7][CH2:6][C:5]=2[CH:4]=[CH:3][CH:2]=1.Cl. Product: [N:1]1[C:9]2[C@@H:8]([NH2:10])[CH2:7][CH2:6][C:5]=2[CH:4]=[CH:3][CH:2]=1. The catalyst class is: 22. (7) The catalyst class is: 29. Reactant: C([O:8][C:9]1[CH:14]=[CH:13][C:12]([C@H:15]2[N:18]([C:19]3[CH:24]=[CH:23][C:22]([F:25])=[CH:21][CH:20]=3)[C:17](=[O:26])[C@@H:16]2[CH2:27][CH2:28][C@@H:29]([C:31]2[CH:36]=[CH:35][C:34]([F:37])=[CH:33][CH:32]=2)[OH:30])=[CH:11][CH:10]=1)C1C=CC=CC=1. Product: [F:25][C:22]1[CH:21]=[CH:20][C:19]([N:18]2[C@H:15]([C:12]3[CH:11]=[CH:10][C:9]([OH:8])=[CH:14][CH:13]=3)[C@@H:16]([CH2:27][CH2:28][C@@H:29]([C:31]3[CH:32]=[CH:33][C:34]([F:37])=[CH:35][CH:36]=3)[OH:30])[C:17]2=[O:26])=[CH:24][CH:23]=1.